From a dataset of HIV replication inhibition screening data with 41,000+ compounds from the AIDS Antiviral Screen. Binary Classification. Given a drug SMILES string, predict its activity (active/inactive) in a high-throughput screening assay against a specified biological target. (1) The molecule is Cc1ccc(-c2cc(=S)n(-c3ccccc3)c3[nH]c(=S)n(-c4ccccc4)c(=N)c23)cc1. The result is 0 (inactive). (2) The compound is CSCCC(NC(=O)OCc1ccccc1)NC(=O)OCc1ccccc1. The result is 0 (inactive). (3) The drug is COc1nc2c(c(=O)n1C)N=C(c1ccccc1)C(C(CC(=O)c1ccccc1)c1ccccc1)C(c1ccccc1)N2. The result is 0 (inactive). (4) The drug is CCCCC1(C(=O)OCC)OC12CCCCC2. The result is 0 (inactive). (5) The result is 0 (inactive). The compound is CC(C)CNC(=O)Cn1c2c(c3ccccc31)CCCC2. (6) The drug is COC1C=COC2(C)Oc3c(C)c(O)c4c(O)c(c(C=NOCCN5CCCCC5)c(O)c4c3C2=O)NC(=O)C(C)=CC=CC(C)C(O)C(C)C(O)C(C)C(OC(C)=O)C1C. The result is 0 (inactive). (7) The result is 0 (inactive). The molecule is Cc1nc2ccccc2n1C(=O)c1c(F)c(F)c(F)c(F)c1F. (8) The drug is CN(C)c1ccc(C=C(C#N)c2ccc(Cl)c(Cl)c2)cc1. The result is 0 (inactive).